This data is from Forward reaction prediction with 1.9M reactions from USPTO patents (1976-2016). The task is: Predict the product of the given reaction. (1) Given the reactants Cl[C:2]1[N:7]=[C:6]([CH2:8][CH2:9][CH3:10])[C:5]([CH3:11])=[C:4]([C:12]2[CH:17]=[CH:16][CH:15]=[C:14]([C:18]([F:21])([F:20])[F:19])[CH:13]=2)[N:3]=1.C(OCC)(=O)C.[CH3:28][N:29](C)C=O, predict the reaction product. The product is: [CH3:11][C:5]1[C:6]([CH2:8][CH2:9][CH3:10])=[N:7][C:2]([C:28]#[N:29])=[N:3][C:4]=1[C:12]1[CH:17]=[CH:16][CH:15]=[C:14]([C:18]([F:21])([F:20])[F:19])[CH:13]=1. (2) Given the reactants [F:1][C:2]1[CH:3]=[C:4]([NH:12][C:13]([CH3:20])([C:15]([O:17]CC)=O)[CH3:14])[CH:5]=[CH:6][C:7]=1[C:8](=[O:11])[NH:9][CH3:10].[N:21]([C:24]1[CH:31]=[CH:30][C:27]([C:28]#[N:29])=[C:26]([C:32]([F:35])([F:34])[F:33])[CH:25]=1)=[C:22]=[S:23].CS(C)=O.C(OC(C)C)(=O)C, predict the reaction product. The product is: [CH3:20][C:13]1([CH3:14])[N:12]([C:4]2[CH:5]=[CH:6][C:7]([C:8]([NH:9][CH3:10])=[O:11])=[C:2]([F:1])[CH:3]=2)[C:22](=[S:23])[N:21]([C:24]2[CH:31]=[CH:30][C:27]([C:28]#[N:29])=[C:26]([C:32]([F:33])([F:34])[F:35])[CH:25]=2)[C:15]1=[O:17]. (3) Given the reactants [Cl:1][C:2]1[C:7]([C:8]([OH:10])=[O:9])=[CH:6][CH:5]=[C:4]([CH3:11])[N:3]=1.[Si](C=[N+]=[N-])(C)(C)[CH3:13].CCCCCC, predict the reaction product. The product is: [Cl:1][C:2]1[C:7]([C:8]([O:10][CH3:13])=[O:9])=[CH:6][CH:5]=[C:4]([CH3:11])[N:3]=1. (4) Given the reactants [OH:1][C:2]1([CH:8]([C:23]2[CH:28]=[CH:27][C:26]([C:29]3[CH:34]=[CH:33][CH:32]=[C:31]([O:35][C:36]([F:39])([F:38])[F:37])[CH:30]=3)=[CH:25][CH:24]=2)[CH2:9][N:10]2[CH2:15][CH2:14][N:13](C(OC(C)(C)C)=O)[CH2:12][CH2:11]2)[CH2:7][CH2:6][CH2:5][CH2:4][CH2:3]1.[ClH:40], predict the reaction product. The product is: [ClH:40].[ClH:40].[N:10]1([CH2:9][CH:8]([C:2]2([OH:1])[CH2:7][CH2:6][CH2:5][CH2:4][CH2:3]2)[C:23]2[CH:28]=[CH:27][C:26]([C:29]3[CH:34]=[CH:33][CH:32]=[C:31]([O:35][C:36]([F:39])([F:38])[F:37])[CH:30]=3)=[CH:25][CH:24]=2)[CH2:15][CH2:14][NH:13][CH2:12][CH2:11]1. (5) Given the reactants [CH3:1][O:2][CH2:3][CH2:4][CH2:5][CH2:6][C:7]1[N:11]([C:12]2[CH:17]=[CH:16][CH:15]=[CH:14][CH:13]=2)[N:10]=[N:9][C:8]=1[C:18]([N:20]([CH2:42][CH:43]([CH3:45])[CH3:44])[C@H:21]1[CH2:26][C@@H:25]([C:27]([N:29]2[CH2:34][CH2:33][O:32][CH2:31][CH2:30]2)=[O:28])[CH2:24][N:23](C(OC(C)(C)C)=O)[CH2:22]1)=[O:19].C(OCC)(=O)C.[ClH:52], predict the reaction product. The product is: [ClH:52].[CH3:1][O:2][CH2:3][CH2:4][CH2:5][CH2:6][C:7]1[N:11]([C:12]2[CH:13]=[CH:14][CH:15]=[CH:16][CH:17]=2)[N:10]=[N:9][C:8]=1[C:18]([N:20]([CH2:42][CH:43]([CH3:45])[CH3:44])[C@H:21]1[CH2:26][C@@H:25]([C:27]([N:29]2[CH2:34][CH2:33][O:32][CH2:31][CH2:30]2)=[O:28])[CH2:24][NH:23][CH2:22]1)=[O:19]. (6) Given the reactants [NH2:1][C:2]1[CH:7]=[CH:6][C:5]([C:8]2[C:16]3[C:15]([NH2:17])=[N:14][CH:13]=[N:12][C:11]=3[N:10]([CH:18]3[CH2:23][CH2:22][O:21][CH2:20][CH2:19]3)[CH:9]=2)=[CH:4][C:3]=1[O:24][CH3:25].N1C=CC=C[CH:27]=1.[CH:32]1([C:37](Cl)=[O:38])[CH2:36]CC[CH2:33]1, predict the reaction product. The product is: [NH2:17][C:15]1[C:16]2[C:8]([C:5]3[CH:6]=[CH:7][C:2]([NH:1][C:37](=[O:38])[C:32]([CH3:27])([CH3:36])[CH3:33])=[C:3]([O:24][CH3:25])[CH:4]=3)=[CH:9][N:10]([CH:18]3[CH2:19][CH2:20][O:21][CH2:22][CH2:23]3)[C:11]=2[N:12]=[CH:13][N:14]=1. (7) Given the reactants FC1C=CC(C2([C:12]3C4C(=CC=C(OCCN)C=4)CC[N:13]=3)CCC2)=CC=1.[CH3:26][O:27][C:28]1[CH:33]=[CH:32][C:31]([C:34]([CH3:38])([CH3:37])[CH2:35][NH2:36])=[CH:30][CH:29]=1.[Cl:39][C:40]1[CH:45]=[CH:44][C:43]([C:46]2([C:50](O)=O)[CH2:49][CH2:48][CH2:47]2)=[CH:42][CH:41]=1.FC1C=CC(C2(C(O)=O)CCC2)=CC=1, predict the reaction product. The product is: [Cl:39][C:40]1[CH:45]=[CH:44][C:43]([C:46]2([C:50]3[C:32]4[C:31](=[CH:30][CH:29]=[C:28]([O:27][CH2:26][CH2:12][NH2:13])[CH:33]=4)[C:34]([CH3:38])([CH3:37])[CH2:35][N:36]=3)[CH2:49][CH2:48][CH2:47]2)=[CH:42][CH:41]=1.